Dataset: NCI-60 drug combinations with 297,098 pairs across 59 cell lines. Task: Regression. Given two drug SMILES strings and cell line genomic features, predict the synergy score measuring deviation from expected non-interaction effect. (1) Synergy scores: CSS=23.5, Synergy_ZIP=-6.64, Synergy_Bliss=-6.13, Synergy_Loewe=-4.17, Synergy_HSA=-2.26. Cell line: SF-295. Drug 2: CN(CCCl)CCCl.Cl. Drug 1: C1=CN(C(=O)N=C1N)C2C(C(C(O2)CO)O)O.Cl. (2) Drug 1: CC1=C2C(C(=O)C3(C(CC4C(C3C(C(C2(C)C)(CC1OC(=O)C(C(C5=CC=CC=C5)NC(=O)C6=CC=CC=C6)O)O)OC(=O)C7=CC=CC=C7)(CO4)OC(=O)C)O)C)OC(=O)C. Drug 2: CCCCC(=O)OCC(=O)C1(CC(C2=C(C1)C(=C3C(=C2O)C(=O)C4=C(C3=O)C=CC=C4OC)O)OC5CC(C(C(O5)C)O)NC(=O)C(F)(F)F)O. Cell line: M14. Synergy scores: CSS=27.0, Synergy_ZIP=1.63, Synergy_Bliss=-1.12, Synergy_Loewe=-2.53, Synergy_HSA=-2.07. (3) Drug 1: CC1C(C(CC(O1)OC2CC(CC3=C2C(=C4C(=C3O)C(=O)C5=C(C4=O)C(=CC=C5)OC)O)(C(=O)C)O)N)O.Cl. Drug 2: B(C(CC(C)C)NC(=O)C(CC1=CC=CC=C1)NC(=O)C2=NC=CN=C2)(O)O. Cell line: EKVX. Synergy scores: CSS=6.56, Synergy_ZIP=-0.993, Synergy_Bliss=-0.312, Synergy_Loewe=0.904, Synergy_HSA=0.446. (4) Drug 1: CC(CN1CC(=O)NC(=O)C1)N2CC(=O)NC(=O)C2. Drug 2: C1CN(P(=O)(OC1)NCCCl)CCCl. Cell line: OVCAR-8. Synergy scores: CSS=16.0, Synergy_ZIP=-4.10, Synergy_Bliss=-2.05, Synergy_Loewe=-8.99, Synergy_HSA=-1.97. (5) Drug 1: CS(=O)(=O)CCNCC1=CC=C(O1)C2=CC3=C(C=C2)N=CN=C3NC4=CC(=C(C=C4)OCC5=CC(=CC=C5)F)Cl. Drug 2: C1C(C(OC1N2C=NC(=NC2=O)N)CO)O. Cell line: UO-31. Synergy scores: CSS=16.5, Synergy_ZIP=-4.81, Synergy_Bliss=0.701, Synergy_Loewe=-3.78, Synergy_HSA=-3.62. (6) Drug 1: C1CCN(CC1)CCOC2=CC=C(C=C2)C(=O)C3=C(SC4=C3C=CC(=C4)O)C5=CC=C(C=C5)O. Drug 2: COC1=C(C=C2C(=C1)N=CN=C2NC3=CC(=C(C=C3)F)Cl)OCCCN4CCOCC4. Cell line: SF-268. Synergy scores: CSS=18.4, Synergy_ZIP=-2.62, Synergy_Bliss=1.21, Synergy_Loewe=0.396, Synergy_HSA=0.199. (7) Drug 1: CC1=C(C(=CC=C1)Cl)NC(=O)C2=CN=C(S2)NC3=CC(=NC(=N3)C)N4CCN(CC4)CCO. Synergy scores: CSS=22.5, Synergy_ZIP=-7.40, Synergy_Bliss=-1.79, Synergy_Loewe=0.338, Synergy_HSA=0.443. Drug 2: C1CN1C2=NC(=NC(=N2)N3CC3)N4CC4. Cell line: NCI-H226. (8) Drug 1: C1CCC(CC1)NC(=O)N(CCCl)N=O. Drug 2: CC1C(C(=O)NC(C(=O)N2CCCC2C(=O)N(CC(=O)N(C(C(=O)O1)C(C)C)C)C)C(C)C)NC(=O)C3=C4C(=C(C=C3)C)OC5=C(C(=O)C(=C(C5=N4)C(=O)NC6C(OC(=O)C(N(C(=O)CN(C(=O)C7CCCN7C(=O)C(NC6=O)C(C)C)C)C)C(C)C)C)N)C. Cell line: HL-60(TB). Synergy scores: CSS=3.06, Synergy_ZIP=1.20, Synergy_Bliss=-13.5, Synergy_Loewe=-13.8, Synergy_HSA=-13.2. (9) Drug 1: C(=O)(N)NO. Drug 2: B(C(CC(C)C)NC(=O)C(CC1=CC=CC=C1)NC(=O)C2=NC=CN=C2)(O)O. Cell line: OVCAR-8. Synergy scores: CSS=52.7, Synergy_ZIP=1.41, Synergy_Bliss=2.25, Synergy_Loewe=-65.8, Synergy_HSA=-0.462. (10) Drug 1: CC1=C(C=C(C=C1)NC(=O)C2=CC=C(C=C2)CN3CCN(CC3)C)NC4=NC=CC(=N4)C5=CN=CC=C5. Drug 2: CCCCCOC(=O)NC1=NC(=O)N(C=C1F)C2C(C(C(O2)C)O)O. Cell line: MCF7. Synergy scores: CSS=-1.18, Synergy_ZIP=1.27, Synergy_Bliss=-1.73, Synergy_Loewe=-3.37, Synergy_HSA=-3.97.